From a dataset of Forward reaction prediction with 1.9M reactions from USPTO patents (1976-2016). Predict the product of the given reaction. (1) Given the reactants [CH2:1]([C:3]([CH2:10][CH3:11])([CH2:6][CH2:7][C:8]#[N:9])[CH2:4][OH:5])[CH3:2].C(Cl)(=O)C(Cl)=O, predict the reaction product. The product is: [CH2:10]([C:3]([CH:4]=[O:5])([CH2:1][CH3:2])[CH2:6][CH2:7][C:8]#[N:9])[CH3:11]. (2) The product is: [Br:24][C:25]1[CH:26]=[N:27][C:28]([N:7]2[CH2:8][CH2:9][C:4]([S:3][CH3:2])([C:10]([O:12][CH2:13][CH3:14])=[O:11])[CH2:5][CH2:6]2)=[N:29][CH:30]=1. Given the reactants Cl.[CH3:2][S:3][C:4]1([C:10]([O:12][CH2:13][CH3:14])=[O:11])[CH2:9][CH2:8][NH:7][CH2:6][CH2:5]1.CCN(C(C)C)C(C)C.[Br:24][C:25]1[CH:26]=[N:27][C:28](Cl)=[N:29][CH:30]=1.CCCCCC, predict the reaction product. (3) Given the reactants [Cl:1][C:2]1[CH:3]=[C:4]2[C:9](=[CH:10][CH:11]=1)[C:8](=[O:12])[N:7]([CH2:13][C:14]1[CH:19]=[CH:18][C:17]([S:20]([CH3:23])(=[O:22])=[O:21])=[CH:16][CH:15]=1)[C:6]([CH:24]=[O:25])=[C:5]2[C:26]1[CH:31]=[CH:30][CH:29]=[CH:28][CH:27]=1.[CH:32](OC(C)C)(C)C, predict the reaction product. The product is: [Cl:1][C:2]1[CH:3]=[C:4]2[C:9](=[CH:10][CH:11]=1)[C:8](=[O:12])[N:7]([CH2:13][C:14]1[CH:15]=[CH:16][C:17]([S:20]([CH3:23])(=[O:21])=[O:22])=[CH:18][CH:19]=1)[C:6]([CH:24]([OH:25])[CH3:32])=[C:5]2[C:26]1[CH:27]=[CH:28][CH:29]=[CH:30][CH:31]=1. (4) Given the reactants C(O[C:5](=[O:7])[CH3:6])(=O)C.[Br:8][C:9]1[CH:10]=[C:11]([CH:13]=[CH:14][CH:15]=1)[NH2:12].C(N(CC)CC)C, predict the reaction product. The product is: [Br:8][C:9]1[CH:10]=[C:11]([NH:12][C:5](=[O:7])[CH3:6])[CH:13]=[CH:14][CH:15]=1. (5) Given the reactants [Cl:1][C:2]1[CH:3]=[CH:4][C:5]2[NH:10][CH2:9][C:8](=[O:11])[NH:7][C:6]=2[N:12]=1, predict the reaction product. The product is: [Cl:1][C:2]1[CH:3]=[CH:4][C:5]2[N:10]=[CH:9][C:8](=[O:11])[NH:7][C:6]=2[N:12]=1. (6) Given the reactants Br[C:2]1[CH:3]=[C:4]([CH:7]=[C:8]([O:10][C:11]([F:14])([F:13])[F:12])[CH:9]=1)[CH:5]=[O:6].[B:15]1([B:15]2[O:20][CH2:19][C:18]([CH3:22])([CH3:21])[CH2:17][O:16]2)[O:20][CH2:19][C:18]([CH3:22])([CH3:21])[CH2:17][O:16]1.C(O[K])(C)=O.O, predict the reaction product. The product is: [F:12][C:11]([F:14])([F:13])[O:10][C:8]1[CH:7]=[C:4]([CH:3]=[C:2]([B:15]2[O:20][CH2:19][C:18]([CH3:22])([CH3:21])[CH2:17][O:16]2)[CH:9]=1)[CH:5]=[O:6]. (7) Given the reactants [C@H:1]12[CH2:31][C@H:4]([N:5]([C:7]([C:9]3[CH:14]=[CH:13][C:12]([NH:15][C:16]4[N:21]=[C:20]([C:22]5[N:23]([CH:28]([CH3:30])[CH3:29])[C:24]([CH3:27])=[N:25][CH:26]=5)[CH:19]=[CH:18][N:17]=4)=[CH:11][CH:10]=3)=[O:8])[CH2:6]1)[CH2:3][NH:2]2.[CH3:32][O:33][CH2:34][CH2:35]Br, predict the reaction product. The product is: [CH3:32][O:33][CH2:34][CH2:35][N:2]1[C@H:1]2[CH2:31][C@H:4]([N:5]([C:7]([C:9]3[CH:10]=[CH:11][C:12]([NH:15][C:16]4[N:21]=[C:20]([C:22]5[N:23]([CH:28]([CH3:29])[CH3:30])[C:24]([CH3:27])=[N:25][CH:26]=5)[CH:19]=[CH:18][N:17]=4)=[CH:13][CH:14]=3)=[O:8])[CH2:6]2)[CH2:3]1. (8) Given the reactants [NH:1]1[CH:5]=[CH:4][N:3]=[C:2]1[C:6]1(O)[C:15]2[C:10](=[CH:11][CH:12]=[CH:13][CH:14]=2)[N:9]([CH3:16])[CH2:8][CH2:7]1.S(=O)(=O)(O)O, predict the reaction product. The product is: [NH:1]1[CH:5]=[CH:4][N:3]=[C:2]1[C:6]1[C:15]2[C:10](=[CH:11][CH:12]=[CH:13][CH:14]=2)[N:9]([CH3:16])[CH2:8][CH:7]=1. (9) Given the reactants [NH2:1][C:2]1[C:24]([Cl:25])=[CH:23][C:5]([C:6]([NH:8][CH2:9][CH:10]2[O:15][CH2:14][CH2:13][N:12]([CH2:16][CH:17]3[CH2:22][CH2:21][NH:20][CH2:19][CH2:18]3)[CH2:11]2)=[O:7])=[C:4]([O:26][CH3:27])[CH:3]=1.[CH3:28][N:29]([CH3:33])[C:30](Cl)=[O:31], predict the reaction product. The product is: [NH2:1][C:2]1[C:24]([Cl:25])=[CH:23][C:5]([C:6]([NH:8][CH2:9][CH:10]2[O:15][CH2:14][CH2:13][N:12]([CH2:16][CH:17]3[CH2:18][CH2:19][N:20]([C:30](=[O:31])[N:29]([CH3:33])[CH3:28])[CH2:21][CH2:22]3)[CH2:11]2)=[O:7])=[C:4]([O:26][CH3:27])[CH:3]=1. (10) The product is: [CH3:1][O:2][CH2:3][N:4]1[C:9]2[CH:10]=[C:11]([CH2:14][CH2:15][C:16]([NH2:17])=[O:27])[CH:12]=[CH:13][C:8]=2[S:7][C:6]2[N:18]=[CH:19][CH:20]=[N:21][C:5]1=2. Given the reactants [CH3:1][O:2][CH2:3][N:4]1[C:9]2[CH:10]=[C:11]([CH2:14][CH2:15][C:16]#[N:17])[CH:12]=[CH:13][C:8]=2[S:7][C:6]2[N:18]=[CH:19][CH:20]=[N:21][C:5]1=2.[OH-].[K+].Cl.C(OCC)(=[O:27])C, predict the reaction product.